Task: Predict the reactants needed to synthesize the given product.. Dataset: Full USPTO retrosynthesis dataset with 1.9M reactions from patents (1976-2016) The reactants are: [Cl:1][C:2]1[C:7]([N+:8]([O-])=O)=[CH:6][C:5]([N+:11]([O-])=O)=[CH:4][N:3]=1.[CH3:14][CH:15]1[CH2:19][CH2:18][CH:17]([CH3:20])[NH:16]1.[H][H].C1CCCCC=1. Given the product [ClH:1].[ClH:1].[NH2:8][C:7]1[C:2]([N:16]2[CH:17]([CH3:20])[CH2:18][CH2:19][CH:15]2[CH3:14])=[N:3][CH:4]=[C:5]([NH2:11])[CH:6]=1, predict the reactants needed to synthesize it.